This data is from Catalyst prediction with 721,799 reactions and 888 catalyst types from USPTO. The task is: Predict which catalyst facilitates the given reaction. (1) Reactant: [OH:1][C@H:2]([CH2:30][OH:31])[CH2:3][C:4]1[C:12]2[C:11]([C:13]([NH2:15])=[O:14])=[CH:10][CH:9]=[CH:8][C:7]=2[N:6]([C:16]2[CH:21]=[CH:20][C:19]([O:22][C:23]3[CH:28]=[CH:27][C:26]([F:29])=[CH:25][CH:24]=3)=[CH:18][CH:17]=2)[CH:5]=1.O[C@H](CO)CC1C2C(C#N)=CC=CC=2N(C2C=CC(OC3C=CC(F)=CC=3)=CC=2)C=1. Product: [OH:1][C@H:2]([CH2:30][OH:31])[CH2:3][C:4]1[C:8]2[C:7](=[CH:12][C:11]([C:13]([NH2:15])=[O:14])=[CH:10][CH:9]=2)[N:6]([C:16]2[CH:17]=[CH:18][C:19]([O:22][C:23]3[CH:24]=[CH:25][C:26]([F:29])=[CH:27][CH:28]=3)=[CH:20][CH:21]=2)[CH:5]=1. The catalyst class is: 88. (2) Reactant: [Cl:1][C:2]1[CH:3]=[N:4][CH:5]=[C:6]([Cl:32])[C:7]=1[NH:8][C:9]([C:11]1[CH:19]=[C:18]2[C:14]([C:15]([CH:30]=[O:31])=[CH:16][N:17]2[S:20]([C:23]2[CH:28]=[CH:27][C:26]([CH3:29])=[CH:25][CH:24]=2)(=[O:22])=[O:21])=[CH:13][CH:12]=1)=[O:10].[CH3:33][Mg]Br. The catalyst class is: 305. Product: [Cl:32][C:6]1[CH:5]=[N:4][CH:3]=[C:2]([Cl:1])[C:7]=1[NH:8][C:9]([C:11]1[CH:19]=[C:18]2[C:14]([C:15]([CH:30]([OH:31])[CH3:33])=[CH:16][N:17]2[S:20]([C:23]2[CH:28]=[CH:27][C:26]([CH3:29])=[CH:25][CH:24]=2)(=[O:22])=[O:21])=[CH:13][CH:12]=1)=[O:10]. (3) Reactant: [CH3:1][C:2]1[C:10]2[C:5](=[CH:6][CH:7]=[CH:8][CH:9]=2)[NH:4][N:3]=1.N1C=CC=CC=1.[CH3:17][C:18](OC(C)=O)=[O:19]. Product: [CH3:1][C:2]1[C:10]2[C:5](=[CH:6][CH:7]=[CH:8][CH:9]=2)[N:4]([C:18](=[O:19])[CH3:17])[N:3]=1. The catalyst class is: 230. (4) Reactant: C1(C(=[N:14][C:15]2[CH:20]=[CH:19][C:18]([O:21][C:22]3[CH:23]=[C:24]4[C:28](=[CH:29][C:30]=3[F:31])[N:27]([CH:32]3[CH2:37][CH2:36][CH2:35][CH2:34][O:33]3)[N:26]=[CH:25]4)=[C:17]([F:38])[CH:16]=2)C2C=CC=CC=2)C=CC=CC=1.Cl.CCOC(C)=O. Product: [F:38][C:17]1[CH:16]=[C:15]([CH:20]=[CH:19][C:18]=1[O:21][C:22]1[CH:23]=[C:24]2[C:28](=[CH:29][C:30]=1[F:31])[N:27]([CH:32]1[CH2:37][CH2:36][CH2:35][CH2:34][O:33]1)[N:26]=[CH:25]2)[NH2:14]. The catalyst class is: 20. (5) The catalyst class is: 101. Reactant: Br[C:2]1[CH:3]=[N:4][C:5]2[C:10]([CH:11]=1)=[CH:9][C:8]([CH2:12][C:13]([O:15][CH3:16])=[O:14])=[CH:7][CH:6]=2.[CH3:17][N:18]1[CH2:23][CH2:22][NH:21][CH2:20][CH2:19]1.C1C=CC(P(C2C(C3C(P(C4C=CC=CC=4)C4C=CC=CC=4)=CC=C4C=3C=CC=C4)=C3C(C=CC=C3)=CC=2)C2C=CC=CC=2)=CC=1.C([O-])([O-])=O.[Cs+].[Cs+]. Product: [CH3:17][N:18]1[CH2:23][CH2:22][N:21]([C:2]2[CH:3]=[N:4][C:5]3[C:10]([CH:11]=2)=[CH:9][C:8]([CH2:12][C:13]([O:15][CH3:16])=[O:14])=[CH:7][CH:6]=3)[CH2:20][CH2:19]1. (6) Product: [Br:32][C:33]1[CH:40]=[CH:39][CH:38]=[CH:37][C:34]=1[CH2:35][C:1]12[CH2:9][CH:5]([CH2:6][NH:7][CH2:8]1)[CH2:4][N:3]([C:10]([C@H:12]1[N:16]([CH2:17][C:18]3[CH:19]=[CH:20][C:21]([CH3:24])=[CH:22][CH:23]=3)[C:15](=[O:25])[CH2:14][CH2:13]1)=[O:11])[CH2:2]2. The catalyst class is: 21. Reactant: [CH:1]12[CH2:9][CH:5]([CH2:6][NH:7][CH2:8]1)[CH2:4][N:3]([C:10]([C@H:12]1[N:16]([CH2:17][C:18]3[CH:23]=[CH:22][C:21]([CH3:24])=[CH:20][CH:19]=3)[C:15](=[O:25])[CH2:14][CH2:13]1)=[O:11])[CH2:2]2.C(=O)([O-])[O-].[K+].[K+].[Br:32][C:33]1[CH:40]=[CH:39][CH:38]=[CH:37][C:34]=1[CH2:35]Br. (7) Reactant: [CH:1]1([S:4]([N:7]2[CH2:12][CH2:11][N:10]([C:13]3[CH:14]=[CH:15][C:16]([N:19]4[C:28]5[C:23](=[CH:24][CH:25]=[CH:26][CH:27]=5)[N:22](C(O)=O)[CH2:21][CH2:20]4)=[N:17][CH:18]=3)[CH2:9][CH2:8]2)(=[O:6])=[O:5])[CH2:3][CH2:2]1.Cl.C([O-])(O)=O.[Na+]. Product: [CH:1]1([S:4]([N:7]2[CH2:8][CH2:9][N:10]([C:13]3[CH:14]=[CH:15][C:16]([N:19]4[C:28]5[C:23](=[CH:24][CH:25]=[CH:26][CH:27]=5)[NH:22][CH2:21][CH2:20]4)=[N:17][CH:18]=3)[CH2:11][CH2:12]2)(=[O:6])=[O:5])[CH2:3][CH2:2]1. The catalyst class is: 346. (8) Product: [CH3:18][O:19][CH2:20][CH2:21][N:22]([CH2:23][CH2:24][O:25][CH3:26])[C:2]1[CH:3]=[C:4]([NH2:8])[N:5]=[CH:6][N:7]=1. Reactant: Cl[C:2]1[N:7]=[CH:6][N:5]=[C:4]([NH2:8])[CH:3]=1.C(N(C(C)C)CC)(C)C.[CH3:18][O:19][CH2:20][CH2:21][NH:22][CH2:23][CH2:24][O:25][CH3:26]. The catalyst class is: 51. (9) Reactant: Cl[C:2]1[N:7]=[C:6]([N:8]2[CH2:13][CH2:12][O:11][CH2:10][C@@H:9]2[CH3:14])[CH:5]=[C:4]([C:15]([S:18]([CH3:21])(=[O:20])=[O:19])([CH3:17])[CH3:16])[N:3]=1.[C:22]12[CH:30]=[CH:29][NH:28][C:27]1=[N:26][CH:25]=[C:24](B(O)O)[CH:23]=2.C(=O)([O-])[O-].[Na+].[Na+]. Product: [CH3:14][C@H:9]1[CH2:10][O:11][CH2:12][CH2:13][N:8]1[C:6]1[CH:5]=[C:4]([C:15]([S:18]([CH3:21])(=[O:20])=[O:19])([CH3:17])[CH3:16])[N:3]=[C:2]([C:24]2[CH:23]=[C:22]3[C:27](=[N:26][CH:25]=2)[NH:28][CH:29]=[CH:30]3)[N:7]=1. The catalyst class is: 149.